This data is from NCI-60 drug combinations with 297,098 pairs across 59 cell lines. The task is: Regression. Given two drug SMILES strings and cell line genomic features, predict the synergy score measuring deviation from expected non-interaction effect. (1) Drug 1: CC1=C(C=C(C=C1)NC2=NC=CC(=N2)N(C)C3=CC4=NN(C(=C4C=C3)C)C)S(=O)(=O)N.Cl. Drug 2: C1C(C(OC1N2C=C(C(=O)NC2=O)F)CO)O. Cell line: SNB-19. Synergy scores: CSS=32.0, Synergy_ZIP=2.46, Synergy_Bliss=2.88, Synergy_Loewe=-16.1, Synergy_HSA=1.99. (2) Drug 2: CC12CCC3C(C1CCC2O)C(CC4=C3C=CC(=C4)O)CCCCCCCCCS(=O)CCCC(C(F)(F)F)(F)F. Cell line: SNB-75. Synergy scores: CSS=17.7, Synergy_ZIP=-1.54, Synergy_Bliss=-2.99, Synergy_Loewe=-8.73, Synergy_HSA=-1.03. Drug 1: C1=CC(=CC=C1CCC2=CNC3=C2C(=O)NC(=N3)N)C(=O)NC(CCC(=O)O)C(=O)O. (3) Drug 2: C(CN)CNCCSP(=O)(O)O. Drug 1: C1CN(P(=O)(OC1)NCCCl)CCCl. Synergy scores: CSS=-5.38, Synergy_ZIP=5.71, Synergy_Bliss=4.74, Synergy_Loewe=0.200, Synergy_HSA=-1.98. Cell line: MDA-MB-435. (4) Drug 1: C(=O)(N)NO. Drug 2: CN1C2=C(C=C(C=C2)N(CCCl)CCCl)N=C1CCCC(=O)O.Cl. Cell line: CCRF-CEM. Synergy scores: CSS=19.1, Synergy_ZIP=-9.72, Synergy_Bliss=-9.06, Synergy_Loewe=-9.20, Synergy_HSA=-2.50. (5) Drug 1: CC=C1C(=O)NC(C(=O)OC2CC(=O)NC(C(=O)NC(CSSCCC=C2)C(=O)N1)C(C)C)C(C)C. Drug 2: CS(=O)(=O)OCCCCOS(=O)(=O)C. Cell line: 786-0. Synergy scores: CSS=26.9, Synergy_ZIP=-5.15, Synergy_Bliss=-2.33, Synergy_Loewe=-61.2, Synergy_HSA=-0.992. (6) Drug 1: COC1=CC(=CC(=C1O)OC)C2C3C(COC3=O)C(C4=CC5=C(C=C24)OCO5)OC6C(C(C7C(O6)COC(O7)C8=CC=CS8)O)O. Drug 2: CC1CCCC2(C(O2)CC(NC(=O)CC(C(C(=O)C(C1O)C)(C)C)O)C(=CC3=CSC(=N3)C)C)C. Cell line: OVCAR3. Synergy scores: CSS=10.2, Synergy_ZIP=-8.26, Synergy_Bliss=-0.436, Synergy_Loewe=-0.414, Synergy_HSA=-0.336. (7) Drug 1: COC1=C(C=C2C(=C1)N=CN=C2NC3=CC(=C(C=C3)F)Cl)OCCCN4CCOCC4. Drug 2: COCCOC1=C(C=C2C(=C1)C(=NC=N2)NC3=CC=CC(=C3)C#C)OCCOC.Cl. Cell line: KM12. Synergy scores: CSS=25.8, Synergy_ZIP=5.13, Synergy_Bliss=7.05, Synergy_Loewe=4.32, Synergy_HSA=6.31.